Dataset: Forward reaction prediction with 1.9M reactions from USPTO patents (1976-2016). Task: Predict the product of the given reaction. (1) Given the reactants C([N:8]([CH2:26][CH2:27][C:28]1[N:33]=[CH:32][CH:31]=[CH:30][N:29]=1)[CH2:9][CH2:10][CH:11]([C:19]1[CH:24]=[CH:23][C:22]([F:25])=[CH:21][CH:20]=1)[C:12]1[CH:17]=[CH:16][C:15]([F:18])=[CH:14][CH:13]=1)C1C=CC=CC=1.C([O-])=O.[NH4+].CO, predict the reaction product. The product is: [F:18][C:15]1[CH:16]=[CH:17][C:12]([CH:11]([C:19]2[CH:20]=[CH:21][C:22]([F:25])=[CH:23][CH:24]=2)[CH2:10][CH2:9][NH:8][CH2:26][CH2:27][C:28]2[N:29]=[CH:30][CH:31]=[CH:32][N:33]=2)=[CH:13][CH:14]=1. (2) Given the reactants [Cl:1][C:2]1[CH:3]=[C:4]([CH:16]=[CH:17][C:18]=1[Cl:19])[O:5][CH:6]1[CH2:11][CH2:10][N:9]([CH2:12][CH2:13][CH2:14][NH2:15])[CH2:8][CH2:7]1.[CH3:20][S:21]([C:24]1[CH:25]=[C:26]([CH:30]=[CH:31][CH:32]=1)[C:27](O)=[O:28])(=[O:23])=[O:22].C(N(CC)CC)C.C1CN([P+](Br)(N2CCCC2)N2CCCC2)CC1.F[P-](F)(F)(F)(F)F, predict the reaction product. The product is: [ClH:1].[Cl:1][C:2]1[CH:3]=[C:4]([CH:16]=[CH:17][C:18]=1[Cl:19])[O:5][CH:6]1[CH2:7][CH2:8][N:9]([CH2:12][CH2:13][CH2:14][NH:15][C:27](=[O:28])[C:26]2[CH:30]=[CH:31][CH:32]=[C:24]([S:21]([CH3:20])(=[O:23])=[O:22])[CH:25]=2)[CH2:10][CH2:11]1. (3) Given the reactants C1(C[N:8]2[CH2:13][CH2:12][CH:11]([N:14]3[CH2:19][C:18]4[CH:20]=[CH:21][CH:22]=[N:23][C:17]=4[NH:16][C:15]3=[O:24])[CH2:10][CH2:9]2)C=CC=CC=1.COC1C=C(CCNC(NC(C(NC(C(N2CCN(C3C=CN=CC=3)CC2)=O)CCCCN)=O)CC2C=C(Cl)C(O)=C(Cl)C=2)=O)C=CC=1.[H][H].[K+].[Br-], predict the reaction product. The product is: [NH:8]1[CH2:9][CH2:10][CH:11]([N:14]2[CH2:19][C:18]3[CH:20]=[CH:21][CH:22]=[N:23][C:17]=3[NH:16][C:15]2=[O:24])[CH2:12][CH2:13]1. (4) Given the reactants [CH3:1][C:2]1[NH:6][N:5]=[C:4]([NH:7][C:8]2[CH:13]=[C:12]([N:14]3[CH2:17][CH:16]([N:18]4[CH2:23][CH2:22][CH2:21][CH2:20][CH2:19]4)[CH2:15]3)[N:11]=[C:10]([CH:24]=[CH:25][C:26]3[CH:31]=[CH:30][CH:29]=[CH:28][CH:27]=3)[N:9]=2)[CH:3]=1.N1CC(N2CCCCC2)C1, predict the reaction product. The product is: [CH3:1][C:2]1[NH:6][N:5]=[C:4]([NH:7][C:8]2[CH:13]=[C:12]([N:14]3[CH2:15][CH:16]([N:18]4[CH2:23][CH2:22][CH2:21][CH2:20][CH2:19]4)[CH2:17]3)[N:11]=[C:10](/[CH:24]=[CH:25]/[C:26]3[CH:27]=[CH:28][CH:29]=[CH:30][CH:31]=3)[N:9]=2)[CH:3]=1. (5) The product is: [Br:5][C:6]1[CH:7]=[C:8]([C:16]2[N:17]=[C:18]3[CH:19]=[CH:20][C:21]([O:3][CH2:2][CH3:1])=[N:22][N:23]3[CH:24]=2)[CH:9]=[CH:10][C:11]=1[C:12]([F:15])([F:14])[F:13]. Given the reactants [CH3:1][CH2:2][O-:3].[Na+].[Br:5][C:6]1[CH:7]=[C:8]([C:16]2[N:17]=[C:18]3[N:23]([CH:24]=2)[N:22]=[C:21](Cl)[CH:20]=[CH:19]3)[CH:9]=[CH:10][C:11]=1[C:12]([F:15])([F:14])[F:13], predict the reaction product. (6) The product is: [CH2:1]([O:3][C:4](=[O:15])[CH2:5][C:6]1[S:17][CH:16]=[N:18][C:7]=1[C:8]1[S:9][CH:10]=[CH:11][N:12]=1)[CH3:2]. Given the reactants [CH2:1]([O:3][C:4](=[O:15])[CH2:5][CH:6](Br)[C:7](=O)[C:8]1[S:9][CH:10]=[CH:11][N:12]=1)[CH3:2].[CH:16]([NH2:18])=[S:17].C(N)=O.P12(SP3(SP(SP(S3)(S1)=S)(=S)S2)=S)=S, predict the reaction product. (7) Given the reactants [Cl:1][C:2]1[CH:3]=[CH:4][CH:5]=[C:6]2[C:11]=1[N:10]=[C:9]([C:12]1[CH:17]=[CH:16][CH:15]=[CH:14][C:13]=1[Cl:18])[C:8]([CH2:19]Cl)=[CH:7]2.C(N(CC)C(C)C)(C)C.[I-].[Li+].[NH2:32][N:33]1[CH2:38][CH2:37][O:36][CH2:35][CH2:34]1, predict the reaction product. The product is: [Cl:1][C:2]1[CH:3]=[CH:4][CH:5]=[C:6]2[C:11]=1[N:10]=[C:9]([C:12]1[CH:17]=[CH:16][CH:15]=[CH:14][C:13]=1[Cl:18])[C:8]([CH2:19][NH:32][N:33]1[CH2:38][CH2:37][O:36][CH2:35][CH2:34]1)=[CH:7]2.